Dataset: Full USPTO retrosynthesis dataset with 1.9M reactions from patents (1976-2016). Task: Predict the reactants needed to synthesize the given product. (1) The reactants are: [N:1]1[C:10]2[C:5](=[CH:6][CH:7]=[CH:8][CH:9]=2)[CH:4]=[CH:3][C:2]=1[N:11]1[CH2:16][CH2:15][CH:14]([O:17][C:18]2[C:23]([N:24]3[CH2:29][CH2:28][CH:27]([CH:30]=[O:31])[CH2:26][CH2:25]3)=[CH:22][CH:21]=[CH:20][N:19]=2)[CH2:13][CH2:12]1.CC(C[AlH]CC(C)C)C. Given the product [N:1]1[C:10]2[C:5](=[CH:6][CH:7]=[CH:8][CH:9]=2)[CH:4]=[CH:3][C:2]=1[N:11]1[CH2:16][CH2:15][CH:14]([O:17][C:18]2[C:23]([N:24]3[CH2:29][CH2:28][CH:27]([CH2:30][OH:31])[CH2:26][CH2:25]3)=[CH:22][CH:21]=[CH:20][N:19]=2)[CH2:13][CH2:12]1, predict the reactants needed to synthesize it. (2) Given the product [Cl:1][C:2]([F:34])([F:35])[O:3][C:4]1[C:5]([F:33])=[C:6]([F:32])[CH:7]=[C:8]2[C:13]=1[N:12]([C:14]1[CH:19]=[CH:18][C:17]([CH2:20][N:21]([CH3:25])[CH3:22])=[CH:16][CH:15]=1)[CH:11]=[C:10]([C:26]([O:28][CH2:29][CH3:30])=[O:27])[C:9]2=[O:31], predict the reactants needed to synthesize it. The reactants are: [Cl:1][C:2]([F:35])([F:34])[O:3][C:4]1[C:5]([F:33])=[C:6]([F:32])[CH:7]=[C:8]2[C:13]=1[N:12]([C:14]1[CH:19]=[CH:18][C:17]([CH2:20][N:21]3[CH2:25]CC[CH2:22]3)=[CH:16][CH:15]=1)[CH:11]=[C:10]([C:26]([O:28][CH2:29][CH3:30])=[O:27])[C:9]2=[O:31].CNC.